Task: Predict hERG channel inhibition at various concentrations.. Dataset: hERG Central: cardiac toxicity at 1µM, 10µM, and general inhibition (1) The molecule is O=C(c1ccco1)N1CCN(C(=O)c2cc(-c3ccncc3)nc3ccc(Br)cc23)CC1. Results: hERG_inhib (hERG inhibition (general)): blocker. (2) The compound is O=C(CN1CCN(S(=O)(=O)c2ccc(Br)cc2)CC1)N/N=C/c1cccs1. Results: hERG_inhib (hERG inhibition (general)): blocker. (3) The drug is O=C(COc1ccc(F)cc1)Nc1c(C(=O)N2CCC(N3CCCCC3)CC2)oc2ccccc12. Results: hERG_inhib (hERG inhibition (general)): blocker. (4) The compound is CCN(CC(=O)NCc1cccs1)S(=O)(=O)c1ccc(C(C)C)cc1. Results: hERG_inhib (hERG inhibition (general)): blocker. (5) The drug is CCCOc1ccc(N2CC(C(=O)Nc3ccccc3C(=O)NC)CC2=O)cc1. Results: hERG_inhib (hERG inhibition (general)): blocker.